This data is from NCI-60 drug combinations with 297,098 pairs across 59 cell lines. The task is: Regression. Given two drug SMILES strings and cell line genomic features, predict the synergy score measuring deviation from expected non-interaction effect. (1) Drug 1: CNC(=O)C1=NC=CC(=C1)OC2=CC=C(C=C2)NC(=O)NC3=CC(=C(C=C3)Cl)C(F)(F)F. Drug 2: COCCOC1=C(C=C2C(=C1)C(=NC=N2)NC3=CC=CC(=C3)C#C)OCCOC.Cl. Cell line: IGROV1. Synergy scores: CSS=11.4, Synergy_ZIP=2.73, Synergy_Bliss=-2.03, Synergy_Loewe=-12.2, Synergy_HSA=-4.17. (2) Drug 2: COC1=NC(=NC2=C1N=CN2C3C(C(C(O3)CO)O)O)N. Synergy scores: CSS=40.8, Synergy_ZIP=4.60, Synergy_Bliss=4.73, Synergy_Loewe=-11.1, Synergy_HSA=1.94. Drug 1: C1=C(C(=O)NC(=O)N1)F. Cell line: OVCAR3. (3) Drug 1: CS(=O)(=O)CCNCC1=CC=C(O1)C2=CC3=C(C=C2)N=CN=C3NC4=CC(=C(C=C4)OCC5=CC(=CC=C5)F)Cl. Drug 2: CC1C(C(CC(O1)OC2CC(CC3=C2C(=C4C(=C3O)C(=O)C5=C(C4=O)C(=CC=C5)OC)O)(C(=O)CO)O)N)O.Cl. Cell line: UACC62. Synergy scores: CSS=36.0, Synergy_ZIP=-3.18, Synergy_Bliss=-2.91, Synergy_Loewe=-16.2, Synergy_HSA=-2.22. (4) Drug 1: C1=CC(=CC=C1CCC2=CNC3=C2C(=O)NC(=N3)N)C(=O)NC(CCC(=O)O)C(=O)O. Drug 2: CC1=CC2C(CCC3(C2CCC3(C(=O)C)OC(=O)C)C)C4(C1=CC(=O)CC4)C. Cell line: NCI-H226. Synergy scores: CSS=-6.82, Synergy_ZIP=-1.36, Synergy_Bliss=-10.6, Synergy_Loewe=-19.5, Synergy_HSA=-15.9. (5) Drug 1: CC1C(C(CC(O1)OC2CC(OC(C2O)C)OC3=CC4=CC5=C(C(=O)C(C(C5)C(C(=O)C(C(C)O)O)OC)OC6CC(C(C(O6)C)O)OC7CC(C(C(O7)C)O)OC8CC(C(C(O8)C)O)(C)O)C(=C4C(=C3C)O)O)O)O. Drug 2: C1CC(=O)NC(=O)C1N2C(=O)C3=CC=CC=C3C2=O. Cell line: SR. Synergy scores: CSS=56.7, Synergy_ZIP=0.207, Synergy_Bliss=1.02, Synergy_Loewe=-31.8, Synergy_HSA=0.0817. (6) Drug 1: CN(C)C1=NC(=NC(=N1)N(C)C)N(C)C. Drug 2: C1=NC(=NC(=O)N1C2C(C(C(O2)CO)O)O)N. Cell line: SF-268. Synergy scores: CSS=-12.1, Synergy_ZIP=1.62, Synergy_Bliss=-3.66, Synergy_Loewe=-15.8, Synergy_HSA=-10.2. (7) Drug 1: C1C(C(OC1N2C=NC3=C(N=C(N=C32)Cl)N)CO)O. Drug 2: CNC(=O)C1=NC=CC(=C1)OC2=CC=C(C=C2)NC(=O)NC3=CC(=C(C=C3)Cl)C(F)(F)F. Cell line: HCT116. Synergy scores: CSS=50.0, Synergy_ZIP=-4.41, Synergy_Bliss=-12.7, Synergy_Loewe=-55.1, Synergy_HSA=-13.8. (8) Drug 1: CC1=C(C(=O)C2=C(C1=O)N3CC4C(C3(C2COC(=O)N)OC)N4)N. Drug 2: C1CCC(C(C1)N)N.C(=O)(C(=O)[O-])[O-].[Pt+4]. Cell line: M14. Synergy scores: CSS=-4.18, Synergy_ZIP=-5.27, Synergy_Bliss=-16.9, Synergy_Loewe=-16.5, Synergy_HSA=-16.9.